Dataset: Forward reaction prediction with 1.9M reactions from USPTO patents (1976-2016). Task: Predict the product of the given reaction. (1) Given the reactants [Br:1][C:2]1[CH:3]=[C:4]([O:17][CH:18]([CH3:20])[CH3:19])[C:5]([CH3:16])=[C:6]([CH:15]=1)[CH2:7][NH:8][CH2:9][CH:10]([O:13][CH3:14])[O:11][CH3:12].C([O-])([O-])=O.[Na+].[Na+].[S:27](Cl)([C:30]1[CH:36]=[CH:35][C:33]([CH3:34])=[CH:32][CH:31]=1)(=[O:29])=[O:28], predict the reaction product. The product is: [Br:1][C:2]1[CH:3]=[C:4]([O:17][CH:18]([CH3:20])[CH3:19])[C:5]([CH3:16])=[C:6]([CH:15]=1)[CH2:7][N:8]([CH2:9][CH:10]([O:11][CH3:12])[O:13][CH3:14])[S:27]([C:30]1[CH:36]=[CH:35][C:33]([CH3:34])=[CH:32][CH:31]=1)(=[O:29])=[O:28]. (2) Given the reactants [Br:1][C:2]1[CH:9]=[CH:8][C:5]([CH:6]=O)=[CH:4][N:3]=1.[NH:10]1[CH2:15][CH2:14][O:13][CH2:12][CH2:11]1.C(O[BH-](OC(=O)C)OC(=O)C)(=O)C.[Na+], predict the reaction product. The product is: [Br:1][C:2]1[N:3]=[CH:4][C:5]([CH2:6][N:10]2[CH2:15][CH2:14][O:13][CH2:12][CH2:11]2)=[CH:8][CH:9]=1. (3) Given the reactants [Br:1][C:2]1[C:10]2[C:9]([N:11]3[CH:16]4[CH2:17][CH2:18][CH:12]3[CH2:13][C:14](=O)[CH2:15]4)=[N:8][CH:7]=[N:6][C:5]=2[S:4][CH:3]=1.[CH:20]1([NH2:24])[CH2:23][CH2:22][CH2:21]1.C(O)C.C(O[BH-](OC(=O)C)OC(=O)C)(=O)C.[Na+], predict the reaction product. The product is: [Br:1][C:2]1[C:10]2[C:9]([N:11]3[CH:16]4[CH2:17][CH2:18][CH:12]3[CH2:13][CH:14]([NH:24][CH:20]3[CH2:23][CH2:22][CH2:21]3)[CH2:15]4)=[N:8][CH:7]=[N:6][C:5]=2[S:4][CH:3]=1. (4) Given the reactants [C:1]1([C:22]2[CH:27]=[CH:26][CH:25]=[CH:24][CH:23]=2)[CH:6]=[CH:5][C:4]([NH:7][C:8]2[CH:13]=[N:12][CH:11]=[C:10]3[S:14][C:15]([C:17](=[O:21])[CH2:18][C:19]#[N:20])=[CH:16][C:9]=23)=[CH:3][CH:2]=1.[C:28]1([N:34]=[C:35]=[O:36])[CH:33]=[CH:32][CH:31]=[CH:30][CH:29]=1, predict the reaction product. The product is: [C:1]1([C:22]2[CH:23]=[CH:24][CH:25]=[CH:26][CH:27]=2)[CH:6]=[CH:5][C:4]([NH:7][C:8]2[CH:13]=[N:12][CH:11]=[C:10]3[S:14][C:15]([C:17](=[O:21])[CH:18]([C:19]#[N:20])[C:35]([NH:34][C:28]4[CH:33]=[CH:32][CH:31]=[CH:30][CH:29]=4)=[O:36])=[CH:16][C:9]=23)=[CH:3][CH:2]=1.[CH2:28]([NH+:12]([CH2:11][CH3:10])[CH2:13][CH3:8])[CH3:29]. (5) The product is: [ClH:41].[O:22]1[C:23]2[CH:24]=[C:16]([O:15][C:13]3[CH:12]=[CH:11][C:10]4[N:25]=[C:26]([CH2:27][O:28][C:29]5[CH:30]=[C:31]([CH:36]=[CH:37][CH:38]=5)[C:32]([O:34][CH3:35])=[O:33])[N:8]([CH3:6])[C:9]=4[CH:14]=3)[CH:17]=[CH:18][C:19]=2[CH2:20][CH2:21]1. Given the reactants C(O[C:6]([N:8](C)[C:9]1[CH:14]=[C:13]([O:15][C:16]2[CH:24]=[CH:23][C:19]3[CH2:20][CH2:21][O:22][C:18]=3[CH:17]=2)[CH:12]=[CH:11][C:10]=1[NH:25][C:26](=O)[CH2:27][O:28][C:29]1[CH:30]=[C:31]([CH:36]=[CH:37][CH:38]=1)[C:32]([O:34][CH3:35])=[O:33])=O)(C)(C)C.[ClH:41].C(OCC)(=O)C, predict the reaction product. (6) Given the reactants [CH2:1]([NH2:4])[CH:2]=[CH2:3].Cl[C:6]1[N:7]=[C:8]([NH:16][CH2:17][C:18]([CH3:21])([CH3:20])[CH3:19])[C:9]2[S:14][CH:13]=[C:12]([CH3:15])[C:10]=2[N:11]=1, predict the reaction product. The product is: [CH2:1]([NH:4][C:6]1[N:7]=[C:8]([NH:16][CH2:17][C:18]([CH3:21])([CH3:20])[CH3:19])[C:9]2[S:14][CH:13]=[C:12]([CH3:15])[C:10]=2[N:11]=1)[CH:2]=[CH2:3]. (7) Given the reactants Cl.Cl.[CH3:3][Si:4]([CH3:31])([CH3:30])[CH2:5][CH2:6][O:7][CH2:8][N:9]1[C:13]2[N:14]=[CH:15][N:16]=[C:17]([C:18]3[CH:19]=[N:20][N:21]([C:23]4([CH2:27][C:28]#[N:29])[CH2:26][NH:25][CH2:24]4)[CH:22]=3)[C:12]=2[CH:11]=[CH:10]1.Br[C:33]1[CH:42]=[CH:41][C:36]([C:37]([O:39][CH3:40])=[O:38])=[CH:35][CH:34]=1.C(=O)([O-])[O-].[Cs+].[Cs+].C1(PC2C=CC=CC=2)C=CC=CC=1, predict the reaction product. The product is: [C:28]([CH2:27][C:23]1([N:21]2[CH:22]=[C:18]([C:17]3[C:12]4[CH:11]=[CH:10][N:9]([CH2:8][O:7][CH2:6][CH2:5][Si:4]([CH3:30])([CH3:3])[CH3:31])[C:13]=4[N:14]=[CH:15][N:16]=3)[CH:19]=[N:20]2)[CH2:24][N:25]([C:33]2[CH:42]=[CH:41][C:36]([C:37]([O:39][CH3:40])=[O:38])=[CH:35][CH:34]=2)[CH2:26]1)#[N:29]. (8) The product is: [CH3:3][O:4][C:5]1[C:10]([NH:11][CH2:12][C:13]([OH:15])=[O:14])=[CH:9][C:8]([CH2:18][S:19](/[CH:22]=[CH:23]/[C:24]2[C:29]([O:30][CH3:31])=[CH:28][C:27]([O:32][CH3:33])=[CH:26][C:25]=2[O:34][CH3:35])(=[O:21])=[O:20])=[CH:7][N:6]=1. Given the reactants [OH-].[Na+].[CH3:3][O:4][C:5]1[C:10]([NH:11][CH2:12][C:13]([O:15]CC)=[O:14])=[CH:9][C:8]([CH2:18][S:19](/[CH:22]=[CH:23]/[C:24]2[C:29]([O:30][CH3:31])=[CH:28][C:27]([O:32][CH3:33])=[CH:26][C:25]=2[O:34][CH3:35])(=[O:21])=[O:20])=[CH:7][N:6]=1.Cl, predict the reaction product. (9) Given the reactants [CH2:1]([O:3][C:4](=[O:26])[CH2:5][CH2:6][CH2:7][O:8][C:9]1[C:14]([F:15])=[CH:13][C:12](B2OC(C)(C)C(C)(C)O2)=[CH:11][C:10]=1[F:25])[CH3:2].Cl[C:28]1[CH:33]=[CH:32][CH:31]=[C:30]([O:34][C:35]2[CH:40]=[CH:39][CH:38]=[CH:37][CH:36]=2)[N:29]=1, predict the reaction product. The product is: [CH2:1]([O:3][C:4](=[O:26])[CH2:5][CH2:6][CH2:7][O:8][C:9]1[C:10]([F:25])=[CH:11][C:12]([C:28]2[CH:33]=[CH:32][CH:31]=[C:30]([O:34][C:35]3[CH:40]=[CH:39][CH:38]=[CH:37][CH:36]=3)[N:29]=2)=[CH:13][C:14]=1[F:15])[CH3:2]. (10) Given the reactants [Cl:1][C:2]1[CH:7]=[CH:6][C:5]([S:8](Cl)(=[O:10])=[O:9])=[CH:4][CH:3]=1.Cl.[NH2:13][C@H:14]1[CH2:20][CH2:19][CH2:18][CH2:17][CH2:16][C@H:15]1[C:21]([O:23][CH3:24])=[O:22].C(N(CC)CC)C, predict the reaction product. The product is: [Cl:1][C:2]1[CH:7]=[CH:6][C:5]([S:8]([NH:13][C@H:14]2[CH2:20][CH2:19][CH2:18][CH2:17][CH2:16][C@H:15]2[C:21]([O:23][CH3:24])=[O:22])(=[O:10])=[O:9])=[CH:4][CH:3]=1.